This data is from Catalyst prediction with 721,799 reactions and 888 catalyst types from USPTO. The task is: Predict which catalyst facilitates the given reaction. (1) Reactant: [C:1]([C:5]1[CH:12]=[CH:11][C:8]([CH2:9]Br)=[CH:7][CH:6]=1)([CH3:4])([CH3:3])[CH3:2].C(=O)([O-])[O-].[K+].[K+].[C:19]([C:21]1[CH:26]=[CH:25][C:24]([CH2:27][CH2:28][CH:29](/[CH:41]=[CH:42]/[C:43]2[CH:48]=[CH:47][CH:46]=[CH:45][C:44]=2[OH:49])[CH2:30][C:31]2[CH:40]=[CH:39][C:34]([C:35]([O:37][CH3:38])=[O:36])=[CH:33][CH:32]=2)=[CH:23][CH:22]=1)#[N:20]. Product: [C:1]([C:5]1[CH:12]=[CH:11][C:8]([CH2:9][O:49][C:44]2[CH:45]=[CH:46][CH:47]=[CH:48][C:43]=2/[CH:42]=[CH:41]/[CH:29]([CH2:28][CH2:27][C:24]2[CH:25]=[CH:26][C:21]([C:19]#[N:20])=[CH:22][CH:23]=2)[CH2:30][C:31]2[CH:40]=[CH:39][C:34]([C:35]([O:37][CH3:38])=[O:36])=[CH:33][CH:32]=2)=[CH:7][CH:6]=1)([CH3:4])([CH3:3])[CH3:2]. The catalyst class is: 10. (2) Reactant: [CH3:1][N:2]1[C:6]([NH2:7])=[C:5]([CH3:8])[C:4]([CH3:9])=[N:3]1.C=O.C[O-].[K+].[BH4-].[Na+].[C:17]([O-])(O)=O.[Na+]. Product: [CH3:17][NH:7][C:6]1[N:2]([CH3:1])[N:3]=[C:4]([CH3:9])[C:5]=1[CH3:8]. The catalyst class is: 5. (3) Reactant: CI.C(=O)([O-])[O-].[K+].[K+].[CH3:9][C:10]1[C:15]([SH:16])=[CH:14][CH:13]=[CH:12][CH:11]=1.[CH3:17]CCCCC. Product: [CH3:9][C:10]1[CH:11]=[CH:12][CH:13]=[CH:14][C:15]=1[S:16][CH3:17]. The catalyst class is: 18. (4) Reactant: C(O[C:6]([C:8]1[N:9]=[CH:10][C:11]2[C:16]([C:17]=1[OH:18])=[CH:15][CH:14]=[C:13]([S:19][C:20]1[CH:25]=[CH:24][CH:23]=[CH:22][CH:21]=1)[CH:12]=2)=[O:7])CCC.OC(C(F)(F)F)=O.[NH2:33][CH2:34][C:35]([CH3:40])([CH3:39])[C:36]([OH:38])=[O:37].C[O-].[Na+]. Product: [OH:18][C:17]1[C:16]2[C:11](=[CH:12][C:13]([S:19][C:20]3[CH:21]=[CH:22][CH:23]=[CH:24][CH:25]=3)=[CH:14][CH:15]=2)[CH:10]=[N:9][C:8]=1[C:6]([NH:33][CH2:34][C:35]([CH3:40])([CH3:39])[C:36]([OH:38])=[O:37])=[O:7]. The catalyst class is: 14.